Dataset: Full USPTO retrosynthesis dataset with 1.9M reactions from patents (1976-2016). Task: Predict the reactants needed to synthesize the given product. (1) Given the product [O:1]=[C:2]([N:17]1[CH2:18][CH2:19][C:20]2([CH2:24][N:23]([C:25]3[CH:30]=[CH:29][N:28]=[CH:27][CH:26]=3)[CH2:22][CH2:21]2)[CH2:31][CH2:32]1)[CH2:3][N:4]1[CH2:5][CH2:6][CH:7]([O:10][CH2:11][C:12]([OH:14])=[O:13])[CH2:8][CH2:9]1, predict the reactants needed to synthesize it. The reactants are: [O:1]=[C:2]([N:17]1[CH2:32][CH2:31][C:20]2([CH2:24][N:23]([C:25]3[CH:30]=[CH:29][N:28]=[CH:27][CH:26]=3)[CH2:22][CH2:21]2)[CH2:19][CH2:18]1)[CH2:3][N:4]1[CH2:9][CH2:8][CH:7]([O:10][CH2:11][C:12]([O:14]CC)=[O:13])[CH2:6][CH2:5]1.Cl. (2) Given the product [CH2:9]([O:11][C:12](=[O:15])[CH2:13][NH:14][C:19](=[O:20])[C:18](=[CH2:22])[C@@H:17]([OH:16])[C:23]1[CH:24]=[CH:25][CH:26]=[CH:27][CH:28]=1)[CH3:10], predict the reactants needed to synthesize it. The reactants are: C(N(CC)CC)C.Cl.[CH2:9]([O:11][C:12](=[O:15])[CH2:13][NH2:14])[CH3:10].[OH:16][C@@H:17]([C:23]1[CH:28]=[CH:27][CH:26]=[CH:25][CH:24]=1)[C:18](=[CH2:22])[C:19](O)=[O:20].C1(N=C=NC2CCCCC2)CCCCC1.